Dataset: Peptide-MHC class II binding affinity with 134,281 pairs from IEDB. Task: Regression. Given a peptide amino acid sequence and an MHC pseudo amino acid sequence, predict their binding affinity value. This is MHC class II binding data. The peptide sequence is AVQVTFTVQKGSDPK. The MHC is DRB1_0901 with pseudo-sequence DRB1_0901. The binding affinity (normalized) is 0.327.